From a dataset of Full USPTO retrosynthesis dataset with 1.9M reactions from patents (1976-2016). Predict the reactants needed to synthesize the given product. (1) Given the product [CH2:14]([N:8]([CH2:1][C:2]1[CH:3]=[CH:4][CH:5]=[CH:6][CH:7]=1)[C@@H:9]([CH2:12][CH3:13])[C@H:10]([OH:11])[C:32]#[N:33])[C:15]1[CH:16]=[CH:17][CH:18]=[CH:19][CH:20]=1, predict the reactants needed to synthesize it. The reactants are: [CH2:1]([N:8]([CH2:14][C:15]1[CH:20]=[CH:19][CH:18]=[CH:17][CH:16]=1)[C@@H:9]([CH2:12][CH3:13])[CH:10]=[O:11])[C:2]1[CH:7]=[CH:6][CH:5]=[CH:4][CH:3]=1.O1CCOCC1.S(=O)(O)[O-].[Na+].[C-:32]#[N:33].[K+]. (2) Given the product [C:11]([C:13](=[CH:4][C:3]1[C:2]([Cl:1])=[CH:9][CH:8]=[CH:7][C:6]=1[Cl:10])[C:14]([OH:16])=[O:15])#[N:12], predict the reactants needed to synthesize it. The reactants are: [Cl:1][C:2]1[CH:9]=[CH:8][CH:7]=[C:6]([Cl:10])[C:3]=1[CH:4]=O.[C:11]([CH2:13][C:14]([OH:16])=[O:15])#[N:12].C([O-])(=O)C.[NH4+].N1C=CC=CC=1.O.